Dataset: Full USPTO retrosynthesis dataset with 1.9M reactions from patents (1976-2016). Task: Predict the reactants needed to synthesize the given product. (1) Given the product [CH2:1]([N:8]1[CH2:18][CH2:17][C:11]2[N:12]=[CH:13][N:14]=[C:15]([Cl:21])[C:10]=2[CH2:9]1)[C:2]1[CH:7]=[CH:6][CH:5]=[CH:4][CH:3]=1, predict the reactants needed to synthesize it. The reactants are: [CH2:1]([N:8]1[CH2:18][CH2:17][C:11]2[N:12]=[CH:13][NH:14][C:15](=O)[C:10]=2[CH2:9]1)[C:2]1[CH:7]=[CH:6][CH:5]=[CH:4][CH:3]=1.P(Cl)(Cl)([Cl:21])=O.C(#N)C. (2) Given the product [NH2:12][C:8]1[CH:9]=[C:10]2[C:5](=[CH:6][CH:7]=1)[CH2:4][N:3]([C:15]([O:17][C:18]([CH3:21])([CH3:20])[CH3:19])=[O:16])[CH:2]([CH3:1])[CH2:11]2, predict the reactants needed to synthesize it. The reactants are: [CH3:1][CH:2]1[CH2:11][C:10]2[C:5](=[CH:6][CH:7]=[C:8]([N+:12]([O-])=O)[CH:9]=2)[CH2:4][N:3]1[C:15]([O:17][C:18]([CH3:21])([CH3:20])[CH3:19])=[O:16].[H][H].